From a dataset of Forward reaction prediction with 1.9M reactions from USPTO patents (1976-2016). Predict the product of the given reaction. (1) Given the reactants CN(C(ON1N=NC2C=CC=NC1=2)=[N+](C)C)C.F[P-](F)(F)(F)(F)F.C([O:32][C:33]1[CH:34]=[C:35]([CH:39]=[C:40]([O:42][C@@H:43]([CH3:56])[CH2:44][O:45][Si:46]([CH:53]([CH3:55])[CH3:54])([CH:50]([CH3:52])[CH3:51])[CH:47]([CH3:49])[CH3:48])[CH:41]=1)[C:36]([OH:38])=O)C1C=CC=CC=1.[NH2:57][C:58]1[CH:62]=[CH:61][N:60]([CH3:63])[N:59]=1.CCN(C(C)C)C(C)C, predict the reaction product. The product is: [OH:32][C:33]1[CH:34]=[C:35]([CH:39]=[C:40]([O:42][C@@H:43]([CH3:56])[CH2:44][O:45][Si:46]([CH:47]([CH3:48])[CH3:49])([CH:53]([CH3:55])[CH3:54])[CH:50]([CH3:52])[CH3:51])[CH:41]=1)[C:36]([NH:57][C:58]1[CH:62]=[CH:61][N:60]([CH3:63])[N:59]=1)=[O:38]. (2) Given the reactants [F:1][C:2]([F:35])([F:34])[CH2:3][NH:4][C:5]([NH:7][C:8]1[CH:9]=[C:10]([C:14]2[N:18]3[N:19]=[CH:20][C:21]([C:23]4[CH:28]=[CH:27][C:26]([CH:29]([CH3:33])[C:30](O)=[O:31])=[CH:25][CH:24]=4)=[CH:22][C:17]3=[N:16][CH:15]=2)[CH:11]=[CH:12][CH:13]=1)=[O:6].[O:36]1[CH2:40][CH2:39][CH2:38][C@H:37]1[CH2:41][NH2:42], predict the reaction product. The product is: [O:36]1[CH2:40][CH2:39][CH2:38][C@H:37]1[CH2:41][NH:42][C:30](=[O:31])[CH:29]([C:26]1[CH:25]=[CH:24][C:23]([C:21]2[CH:20]=[N:19][N:18]3[C:14]([C:10]4[CH:11]=[CH:12][CH:13]=[C:8]([NH:7][C:5]([NH:4][CH2:3][C:2]([F:35])([F:34])[F:1])=[O:6])[CH:9]=4)=[CH:15][N:16]=[C:17]3[CH:22]=2)=[CH:28][CH:27]=1)[CH3:33]. (3) Given the reactants [Br:1][C:2]1[CH:10]=[C:9]2[C:5]([C:6]([CH2:14][OH:15])([CH2:12][OH:13])[C:7](=O)[NH:8]2)=[CH:4][CH:3]=1, predict the reaction product. The product is: [Br:1][C:2]1[CH:10]=[C:9]2[C:5]([C:6]([CH2:12][OH:13])([CH2:14][OH:15])[CH2:7][NH:8]2)=[CH:4][CH:3]=1. (4) Given the reactants [N+:1]([C:4]1[CH:5]=[CH:6][C:7]([C:13]([F:16])([F:15])[F:14])=[C:8]([CH:12]=1)[C:9]([OH:11])=[O:10])([O-:3])=[O:2].[CH2:17](Br)[C:18]1[CH:23]=[CH:22][CH:21]=[CH:20][CH:19]=1.C([O-])([O-])=O.[Cs+].[Cs+], predict the reaction product. The product is: [N+:1]([C:4]1[CH:5]=[CH:6][C:7]([C:13]([F:14])([F:15])[F:16])=[C:8]([CH:12]=1)[C:9]([O:11][CH2:17][C:18]1[CH:23]=[CH:22][CH:21]=[CH:20][CH:19]=1)=[O:10])([O-:3])=[O:2]. (5) The product is: [Cl-:1].[CH:2]1([C:8]2([CH2:23][S:24][CH3:25])[CH2:14][CH:13]3[NH2+:15][CH:10]([CH2:11][CH2:12]3)[CH2:9]2)[CH2:3][CH2:4][CH2:5][CH2:6][CH2:7]1. Given the reactants [ClH:1].[CH:2]1([C:8]2([CH2:23][S:24][CH3:25])[CH2:14][CH:13]3[N:15](C(OC(C)(C)C)=O)[CH:10]([CH2:11][CH2:12]3)[CH2:9]2)[CH2:7][CH2:6][CH2:5][CH2:4][CH2:3]1, predict the reaction product. (6) Given the reactants [NH2:1][C:2]1[CH:7]=[CH:6][C:5]([C:8]2[CH:16]=[C:15]3[C:11]([CH2:12][N:13]([C@@H:18]([CH:23]([CH3:25])[CH3:24])[C:19]([O:21][CH3:22])=[O:20])[C:14]3=[O:17])=[CH:10][CH:9]=2)=[CH:4][CH:3]=1.[CH3:26][O:27][C:28]1[CH:29]=[C:30]([S:36](Cl)(=[O:38])=[O:37])[CH:31]=[CH:32][C:33]=1[O:34][CH3:35], predict the reaction product. The product is: [CH3:26][O:27][C:28]1[CH:29]=[C:30]([S:36]([NH:1][C:2]2[CH:3]=[CH:4][C:5]([C:8]3[CH:16]=[C:15]4[C:11]([CH2:12][N:13]([C@@H:18]([CH:23]([CH3:25])[CH3:24])[C:19]([O:21][CH3:22])=[O:20])[C:14]4=[O:17])=[CH:10][CH:9]=3)=[CH:6][CH:7]=2)(=[O:37])=[O:38])[CH:31]=[CH:32][C:33]=1[O:34][CH3:35].